This data is from Catalyst prediction with 721,799 reactions and 888 catalyst types from USPTO. The task is: Predict which catalyst facilitates the given reaction. Reactant: Br[C:2]1[CH:12]=[CH:11][C:10]2[C:13]3[C:3]=1[CH2:4][CH:5]([N:14]1[CH2:19][CH2:18][CH:17]([N:20]4[C:24]5[CH:25]=[CH:26][CH:27]=[CH:28][C:23]=5[NH:22][C:21]4=[O:29])[CH2:16][CH2:15]1)[C:6]=3[CH:7]=[CH:8][CH:9]=2.O.C(OCC)(=O)C.[CH3:37][N:38](C)C=O. The catalyst class is: 267. Product: [C:37]([C:2]1[CH:12]=[CH:11][C:10]2[C:13]3[C:3]=1[CH2:4][CH:5]([N:14]1[CH2:15][CH2:16][CH:17]([N:20]4[C:24]5[CH:25]=[CH:26][CH:27]=[CH:28][C:23]=5[NH:22][C:21]4=[O:29])[CH2:18][CH2:19]1)[C:6]=3[CH:7]=[CH:8][CH:9]=2)#[N:38].